This data is from Full USPTO retrosynthesis dataset with 1.9M reactions from patents (1976-2016). The task is: Predict the reactants needed to synthesize the given product. (1) Given the product [CH:2]([CH:15]1[C:20](=[O:21])[CH2:19][CH2:18][N:17]([C:26](=[NH:36])[CH2:27][C:28]2[CH:33]=[CH:32][CH:31]=[CH:30][C:29]=2[O:34][CH3:35])[CH2:16]1)([C:9]1[CH:14]=[CH:13][CH:12]=[CH:11][CH:10]=1)[C:3]1[CH:4]=[CH:5][CH:6]=[CH:7][CH:8]=1, predict the reactants needed to synthesize it. The reactants are: Cl.[CH:2]([CH:15]1[C:20](=[O:21])[CH2:19][CH2:18][NH:17][CH2:16]1)([C:9]1[CH:14]=[CH:13][CH:12]=[CH:11][CH:10]=1)[C:3]1[CH:8]=[CH:7][CH:6]=[CH:5][CH:4]=1.Cl.C(O[C:26](=[NH:36])[CH2:27][C:28]1[CH:33]=[CH:32][CH:31]=[CH:30][C:29]=1[O:34][CH3:35])C.C(N(CC)CC)C. (2) The reactants are: [NH:1]1[CH2:6][CH2:5][CH:4]([CH2:7][O:8][C:9]2[C:10]([NH2:15])=[N:11][CH:12]=[N:13][CH:14]=2)[CH2:3][CH2:2]1.[Cl:16][C:17]1[N:22]=[C:21](Cl)[N:20]=[C:19]([O:24][CH2:25][CH:26]2[CH2:28][C:27]2([F:30])[F:29])[N:18]=1.CCN(C(C)C)C(C)C.C(Cl)Cl.CO. Given the product [Cl:16][C:17]1[N:18]=[C:19]([O:24][CH2:25][CH:26]2[CH2:28][C:27]2([F:30])[F:29])[N:20]=[C:21]([N:1]2[CH2:6][CH2:5][CH:4]([CH2:7][O:8][C:9]3[C:10]([NH2:15])=[N:11][CH:12]=[N:13][CH:14]=3)[CH2:3][CH2:2]2)[N:22]=1, predict the reactants needed to synthesize it.